Dataset: Forward reaction prediction with 1.9M reactions from USPTO patents (1976-2016). Task: Predict the product of the given reaction. (1) The product is: [C:40]([O:39][C:37]([NH:36][CH2:35][CH2:34][N:18]([CH2:17][CH2:16][NH:15][C:13]([O:12][C:8]([CH3:9])([CH3:11])[CH3:10])=[O:14])[C:19]([CH2:21][C@H:22]([NH:26][C:27](=[O:28])[O:29][C:30]([CH3:31])([CH3:33])[CH3:32])[C:23](=[O:25])[NH:44][C@H:45]([C:46](=[O:47])[N:48]([CH3:64])[CH2:49][CH2:50][NH:51][C:52]([C:54]1[CH:55]=[CH:56][C:57]([C:60]([F:62])([F:63])[F:61])=[CH:58][CH:59]=1)=[O:53])[CH2:65][CH2:66][C:67]1[CH:72]=[CH:71][CH:70]=[CH:69][CH:68]=1)=[O:20])=[O:38])([CH3:41])([CH3:43])[CH3:42]. Given the reactants CN1CCOCC1.[C:8]([O:12][C:13]([NH:15][CH2:16][CH2:17][N:18]([CH2:34][CH2:35][NH:36][C:37]([O:39][C:40]([CH3:43])([CH3:42])[CH3:41])=[O:38])[C:19]([CH2:21][C@H:22]([NH:26][C:27]([O:29][C:30]([CH3:33])([CH3:32])[CH3:31])=[O:28])[C:23]([OH:25])=O)=[O:20])=[O:14])([CH3:11])([CH3:10])[CH3:9].[NH2:44][C@@H:45]([CH2:65][CH2:66][C:67]1[CH:72]=[CH:71][CH:70]=[CH:69][CH:68]=1)[C:46]([N:48]([CH3:64])[CH2:49][CH2:50][NH:51][C:52]([C:54]1[CH:59]=[CH:58][C:57]([C:60]([F:63])([F:62])[F:61])=[CH:56][CH:55]=1)=[O:53])=[O:47], predict the reaction product. (2) Given the reactants Cl[C:2](Cl)([O:4]C(=O)OC(Cl)(Cl)Cl)Cl.[C:13]([C:17]1[O:21][N:20]=[C:19]([NH2:22])[CH:18]=1)([CH3:16])([CH3:15])[CH3:14].C(N(CC)C(C)C)(C)C.[C:32]([O:36][C:37]([N:39]1[CH2:45][CH2:44][CH2:43][NH:42][CH2:41][CH2:40]1)=[O:38])([CH3:35])([CH3:34])[CH3:33], predict the reaction product. The product is: [C:32]([O:36][C:37]([N:39]1[CH2:45][CH2:44][CH2:43][N:42]([C:2](=[O:4])[NH:22][C:19]2[CH:18]=[C:17]([C:13]([CH3:16])([CH3:15])[CH3:14])[O:21][N:20]=2)[CH2:41][CH2:40]1)=[O:38])([CH3:35])([CH3:33])[CH3:34].